Dataset: Reaction yield outcomes from USPTO patents with 853,638 reactions. Task: Predict the reaction yield, written as a fraction of the theoretical maximum amount of product (1.0 means a 100% yield; for example, 0.34 means a 34% yield). (1) The reactants are [CH2:1]([C:3]1[CH:4]=[C:5]([NH:15][C:16]([NH:18][CH2:19][C@@H:20]2[CH2:25][CH2:24][CH2:23][N:22]([CH2:26][C:27]([C:29]3[CH:34]=[CH:33][C:32]([F:35])=[CH:31][CH:30]=3)=O)[CH2:21]2)=[O:17])[CH:6]=[C:7]([C:9]2[N:13]([CH3:14])[N:12]=[N:11][N:10]=2)[CH:8]=1)[CH3:2].Cl.[NH2:37][OH:38]. The catalyst is N1C=CC=CC=1. The product is [CH2:1]([C:3]1[CH:4]=[C:5]([NH:15][C:16]([NH:18][CH2:19][C@@H:20]2[CH2:25][CH2:24][CH2:23][N:22]([CH2:26][C:27]([C:29]3[CH:34]=[CH:33][C:32]([F:35])=[CH:31][CH:30]=3)=[N:37][OH:38])[CH2:21]2)=[O:17])[CH:6]=[C:7]([C:9]2[N:13]([CH3:14])[N:12]=[N:11][N:10]=2)[CH:8]=1)[CH3:2]. The yield is 0.500. (2) The reactants are [CH2:1]([N:8]1[C:15](=[O:16])[C@:14]2([F:17])[C@@H:10]([CH2:11][N:12](CC3C=CC=CC=3)[CH2:13]2)[C:9]1=[O:25])[C:2]1[CH:7]=[CH:6][CH:5]=[CH:4][CH:3]=1.[CH3:38][C:37]([O:36][C:34](O[C:34]([O:36][C:37]([CH3:40])([CH3:39])[CH3:38])=[O:35])=[O:35])([CH3:40])[CH3:39]. The catalyst is CCO.[OH-].[OH-].[Pd+2]. The product is [CH2:1]([N:8]1[C:15](=[O:16])[C@:14]2([F:17])[CH2:13][N:12]([C:34]([O:36][C:37]([CH3:38])([CH3:39])[CH3:40])=[O:35])[CH2:11][C@@H:10]2[C:9]1=[O:25])[C:2]1[CH:3]=[CH:4][CH:5]=[CH:6][CH:7]=1. The yield is 0.800. (3) The reactants are C([O:3][C:4]([C:6]1[N:7]=[CH:8][N:9]([CH2:18][CH:19]([CH3:21])[CH3:20])[C:10]=1[C:11]1[CH:16]=[CH:15][CH:14]=[CH:13][C:12]=1[Br:17])=[O:5])C.[OH-].[Na+].OS([O-])(=O)=O.[K+]. The catalyst is CO.O. The product is [Br:17][C:12]1[CH:13]=[CH:14][CH:15]=[CH:16][C:11]=1[C:10]1[N:9]([CH2:18][CH:19]([CH3:21])[CH3:20])[CH:8]=[N:7][C:6]=1[C:4]([OH:5])=[O:3]. The yield is 0.870. (4) The reactants are [NH2:1][C:2]1[S:3][C:4]([C:9]([O:11][CH2:12][CH3:13])=[O:10])=[C:5]([CH2:7][OH:8])[N:6]=1. The catalyst is O1CCCC1.[O-2].[O-2].[Mn+4]. The product is [NH2:1][C:2]1[S:3][C:4]([C:9]([O:11][CH2:12][CH3:13])=[O:10])=[C:5]([CH:7]=[O:8])[N:6]=1. The yield is 0.700.